This data is from Catalyst prediction with 721,799 reactions and 888 catalyst types from USPTO. The task is: Predict which catalyst facilitates the given reaction. (1) Reactant: [OH:1][C:2]1[CH:7]=[CH:6][C:5]([N+:8]([O-:10])=[O:9])=[CH:4][N:3]=1.Cl[C:12]([F:17])([F:16])C([O-])=O.[Na+]. Product: [F:16][CH:12]([F:17])[O:1][C:2]1[CH:7]=[CH:6][C:5]([N+:8]([O-:10])=[O:9])=[CH:4][N:3]=1. The catalyst class is: 10. (2) Reactant: [Br:1][C:2]1[CH:12]=[CH:11][C:5]2[CH2:6][CH2:7][NH:8][CH2:9][CH2:10][C:4]=2[CH:3]=1.[CH2:13]=O. Product: [Br:1][C:2]1[CH:12]=[CH:11][C:5]2[CH2:6][CH2:7][N:8]([CH3:13])[CH2:9][CH2:10][C:4]=2[CH:3]=1. The catalyst class is: 106. (3) Reactant: O=C1C2C(=CC=CC=2)C(=O)[N:3]1[CH2:12][C:13]1[C:14]([C:25]#[N:26])=[CH:15][C:16]2[O:23][CH2:22][CH:21]=[CH:20][CH2:19][O:18][C:17]=2[CH:24]=1.NN.Cl. Product: [NH2:3][CH2:12][C:13]1[C:14]([C:25]#[N:26])=[CH:15][C:16]2[O:23][CH2:22][CH:21]=[CH:20][CH2:19][O:18][C:17]=2[CH:24]=1. The catalyst class is: 1. (4) Reactant: [N+:1]([C:4]1[CH:9]=[CH:8][C:7]([N+:10]([O-:12])=[O:11])=[CH:6][C:5]=1[OH:13])([O-:3])=[O:2].C(=O)([O-])[O-].[K+].[K+].[Br:20][CH2:21][CH:22]=[CH:23][CH2:24]Br. Product: [Br:20][CH2:21][CH:22]=[CH:23][CH2:24][O:13][C:5]1[CH:6]=[C:7]([N+:10]([O-:12])=[O:11])[CH:8]=[CH:9][C:4]=1[N+:1]([O-:3])=[O:2]. The catalyst class is: 37. (5) Reactant: [CH3:1][C:2]1[NH:3][C:4]2[C:9]([CH:10]=1)=[CH:8][CH:7]=[CH:6][CH:5]=2.[H-].[Na+].Br[CH2:14][CH2:15][CH2:16][CH2:17][CH2:18][B:19]([OH:21])[OH:20]. Product: [CH3:1][C:2]1[N:3]([CH2:14][CH2:15][CH2:16][CH2:17][CH2:18][B:19]([OH:21])[OH:20])[C:4]2[C:9]([CH:10]=1)=[CH:8][CH:7]=[CH:6][CH:5]=2. The catalyst class is: 9. (6) Product: [OH:10][CH2:9][C:3]1([CH2:2][NH:1][C:16](=[S:24])[O:17][C:18]2[CH:23]=[CH:22][CH:21]=[CH:20][CH:19]=2)[CH2:8][CH2:7][S:6][CH2:5][CH2:4]1. The catalyst class is: 2. Reactant: [NH2:1][CH2:2][C:3]1([CH2:9][OH:10])[CH2:8][CH2:7][S:6][CH2:5][CH2:4]1.C([O-])(O)=O.[Na+].[C:16](Cl)(=[S:24])[O:17][C:18]1[CH:23]=[CH:22][CH:21]=[CH:20][CH:19]=1. (7) Reactant: [CH3:1][O:2][C:3]1[CH:4]=[C:5]2[C:10](=[CH:11][CH:12]=1)[C:9](=[N:13][OH:14])[CH2:8][CH2:7][CH2:6]2.C([Li])CCC.[C:20]1([C:26]2[C:30]([C:31]([F:34])([F:33])[F:32])=[C:29]([C:35](OC)=O)[O:28][N:27]=2)[CH:25]=[CH:24][CH:23]=[CH:22][CH:21]=1.S(=O)(=O)(O)O. Product: [CH3:1][O:2][C:3]1[CH:4]=[C:5]2[C:10](=[CH:11][CH:12]=1)[C:9]1=[N:13][O:14][C:35]([C:29]3[O:28][N:27]=[C:26]([C:20]4[CH:25]=[CH:24][CH:23]=[CH:22][CH:21]=4)[C:30]=3[C:31]([F:34])([F:32])[F:33])=[C:8]1[CH2:7][CH2:6]2. The catalyst class is: 1.